This data is from Full USPTO retrosynthesis dataset with 1.9M reactions from patents (1976-2016). The task is: Predict the reactants needed to synthesize the given product. The reactants are: [NH2:1][CH:2]1[CH2:7][CH2:6][NH:5][CH2:4][CH2:3]1.[C:8](O[C:8]([O:10][C:11]([CH3:14])([CH3:13])[CH3:12])=[O:9])([O:10][C:11]([CH3:14])([CH3:13])[CH3:12])=[O:9]. Given the product [C:11]([O:10][C:8]([N:5]1[CH2:6][CH2:7][CH:2]([NH2:1])[CH2:3][CH2:4]1)=[O:9])([CH3:14])([CH3:13])[CH3:12], predict the reactants needed to synthesize it.